The task is: Regression. Given two drug SMILES strings and cell line genomic features, predict the synergy score measuring deviation from expected non-interaction effect.. This data is from NCI-60 drug combinations with 297,098 pairs across 59 cell lines. (1) Drug 1: C1CCC(CC1)NC(=O)N(CCCl)N=O. Drug 2: C1CC(C1)(C(=O)O)C(=O)O.[NH2-].[NH2-].[Pt+2]. Cell line: KM12. Synergy scores: CSS=14.6, Synergy_ZIP=-8.71, Synergy_Bliss=-10.7, Synergy_Loewe=-8.90, Synergy_HSA=-7.72. (2) Drug 1: CC1=CC=C(C=C1)C2=CC(=NN2C3=CC=C(C=C3)S(=O)(=O)N)C(F)(F)F. Drug 2: CC1=C(C(CCC1)(C)C)C=CC(=CC=CC(=CC(=O)O)C)C. Cell line: ACHN. Synergy scores: CSS=4.82, Synergy_ZIP=-4.05, Synergy_Bliss=0.900, Synergy_Loewe=-1.71, Synergy_HSA=0.0444. (3) Drug 1: CC1=C2C(C(=O)C3(C(CC4C(C3C(C(C2(C)C)(CC1OC(=O)C(C(C5=CC=CC=C5)NC(=O)OC(C)(C)C)O)O)OC(=O)C6=CC=CC=C6)(CO4)OC(=O)C)OC)C)OC. Drug 2: C1=C(C(=O)NC(=O)N1)N(CCCl)CCCl. Cell line: T-47D. Synergy scores: CSS=34.8, Synergy_ZIP=-7.28, Synergy_Bliss=-6.20, Synergy_Loewe=-6.41, Synergy_HSA=-0.645. (4) Drug 1: CC1=C(C=C(C=C1)C(=O)NC2=CC(=CC(=C2)C(F)(F)F)N3C=C(N=C3)C)NC4=NC=CC(=N4)C5=CN=CC=C5. Drug 2: CCCCC(=O)OCC(=O)C1(CC(C2=C(C1)C(=C3C(=C2O)C(=O)C4=C(C3=O)C=CC=C4OC)O)OC5CC(C(C(O5)C)O)NC(=O)C(F)(F)F)O. Cell line: EKVX. Synergy scores: CSS=37.0, Synergy_ZIP=3.53, Synergy_Bliss=10.2, Synergy_Loewe=5.97, Synergy_HSA=6.53. (5) Drug 1: CC12CCC3C(C1CCC2=O)CC(=C)C4=CC(=O)C=CC34C. Drug 2: C1=CC(=C2C(=C1NCCNCCO)C(=O)C3=C(C=CC(=C3C2=O)O)O)NCCNCCO. Cell line: RXF 393. Synergy scores: CSS=59.0, Synergy_ZIP=1.65, Synergy_Bliss=1.88, Synergy_Loewe=3.69, Synergy_HSA=4.16. (6) Drug 1: CN1C(=O)N2C=NC(=C2N=N1)C(=O)N. Drug 2: CS(=O)(=O)OCCCCOS(=O)(=O)C. Cell line: NCI-H522. Synergy scores: CSS=9.43, Synergy_ZIP=-2.41, Synergy_Bliss=0.518, Synergy_Loewe=-0.605, Synergy_HSA=0.488. (7) Drug 1: C#CCC(CC1=CN=C2C(=N1)C(=NC(=N2)N)N)C3=CC=C(C=C3)C(=O)NC(CCC(=O)O)C(=O)O. Drug 2: C(CN)CNCCSP(=O)(O)O. Cell line: K-562. Synergy scores: CSS=-8.92, Synergy_ZIP=3.43, Synergy_Bliss=-2.27, Synergy_Loewe=-7.15, Synergy_HSA=-9.94.